This data is from Forward reaction prediction with 1.9M reactions from USPTO patents (1976-2016). The task is: Predict the product of the given reaction. (1) Given the reactants Cl[C:2]1[C:11]2[C:6](=[CH:7][CH:8]=[CH:9][CH:10]=2)[C:5]([N:12]2[CH2:17][CH2:16][NH:15][C:14]([CH3:19])([CH3:18])[CH2:13]2)=[N:4][N:3]=1.C(N(CC)CC)C.C(Cl)(=O)[C:28]1[CH:33]=[CH:32][CH:31]=[CH:30][CH:29]=1, predict the reaction product. The product is: [CH3:18][C:14]1([CH3:19])[NH:15][CH2:16][CH2:17][N:12]([C:5]2[C:6]3[C:11](=[CH:10][CH:9]=[CH:8][CH:7]=3)[C:2]([C:28]3[CH:33]=[CH:32][CH:31]=[CH:30][CH:29]=3)=[N:3][N:4]=2)[CH2:13]1. (2) Given the reactants [Cl:1][S:2]([OH:5])(=O)=[O:3].[Cl:6][C:7]1[CH:19]=[CH:18][C:10]([O:11][C:12]2[CH:17]=[CH:16][CH:15]=[CH:14][CH:13]=2)=[CH:9][CH:8]=1, predict the reaction product. The product is: [Cl:6][C:7]1[CH:19]=[CH:18][C:10]([O:11][C:12]2[CH:17]=[CH:16][C:15]([S:2]([Cl:1])(=[O:5])=[O:3])=[CH:14][CH:13]=2)=[CH:9][CH:8]=1. (3) Given the reactants [CH2:1]([C:6]1[S:7][C:8]2[N:9]=[C:10]([NH2:21])[N:11]=[C:12]([N:15]3[CH2:20][CH2:19][NH:18][CH2:17][CH2:16]3)[C:13]=2[N:14]=1)[CH2:2][CH2:3][CH2:4][CH3:5].[Cl:22][C:23]1[CH:33]=[CH:32][C:26]([O:27][CH2:28][C:29](O)=[O:30])=[CH:25][CH:24]=1, predict the reaction product. The product is: [NH2:21][C:10]1[N:11]=[C:12]([N:15]2[CH2:20][CH2:19][N:18]([C:29](=[O:30])[CH2:28][O:27][C:26]3[CH:32]=[CH:33][C:23]([Cl:22])=[CH:24][CH:25]=3)[CH2:17][CH2:16]2)[C:13]2[N:14]=[C:6]([CH2:1][CH2:2][CH2:3][CH2:4][CH3:5])[S:7][C:8]=2[N:9]=1. (4) The product is: [C:1]([C:4]1[C:23](=[O:24])[C@@:8]2([CH3:25])[C:9]3[C:15]([OH:16])=[CH:14][C:13]([O:17][CH2:18][CH3:19])=[C:12]([C:20]([NH:22][CH2:38][C:29]4[C:30]5[C:35](=[CH:34][CH:33]=[CH:32][CH:31]=5)[CH:36]=[CH:37][C:28]=4[CH3:27])=[O:21])[C:10]=3[O:11][C:7]2=[CH:6][C:5]=1[OH:26])(=[O:3])[CH3:2]. Given the reactants [C:1]([C:4]1[C:23](=[O:24])[C@@:8]2([CH3:25])[C:9]3[C:15]([OH:16])=[CH:14][C:13]([O:17][CH2:18][CH3:19])=[C:12]([C:20]([NH2:22])=[O:21])[C:10]=3[O:11][C:7]2=[CH:6][C:5]=1[OH:26])(=[O:3])[CH3:2].[CH3:27][C:28]1[CH:37]=[CH:36][C:35]2[C:30](=[CH:31][CH:32]=[CH:33][CH:34]=2)[C:29]=1[CH:38]=O.C([SiH](CC)CC)C.FC(F)(F)C(O)=O, predict the reaction product. (5) Given the reactants [Cl:1][C:2]1[CH:24]=[C:23]([Cl:25])[C:22]([C:26]2[CH:31]=[CH:30][CH:29]=[CH:28][N:27]=2)=[CH:21][C:3]=1[C:4]([NH:6][C:7]1[N:11]([C:12]2[CH:17]=[CH:16][CH:15]=[CH:14][CH:13]=2)[N:10]=[C:9]([C:18]([OH:20])=O)[CH:8]=1)=[O:5].[CH3:32][C:33]1[C:37]([NH2:38])=[CH:36][NH:35][N:34]=1.CCN(C(C)C)C(C)C.F[P-](F)(F)(F)(F)F.CN(C(N(C)C)=[N+]1C2C(=NC=CC=2)[N+]([O-])=N1)C, predict the reaction product. The product is: [Cl:1][C:2]1[CH:24]=[C:23]([Cl:25])[C:22]([C:26]2[CH:31]=[CH:30][CH:29]=[CH:28][N:27]=2)=[CH:21][C:3]=1[C:4]([NH:6][C:7]1[N:11]([C:12]2[CH:17]=[CH:16][CH:15]=[CH:14][CH:13]=2)[N:10]=[C:9]([C:18]([NH:38][C:37]2[C:33]([CH3:32])=[N:34][NH:35][CH:36]=2)=[O:20])[CH:8]=1)=[O:5].